From a dataset of Full USPTO retrosynthesis dataset with 1.9M reactions from patents (1976-2016). Predict the reactants needed to synthesize the given product. (1) Given the product [CH2:1]([NH:3][C:4]1[C:5]([NH2:10])=[CH:6][CH:7]=[CH:8][CH:9]=1)[CH3:2], predict the reactants needed to synthesize it. The reactants are: [CH2:1]([NH:3][C:4]1[CH:9]=[CH:8][CH:7]=[CH:6][C:5]=1[N+:10]([O-])=O)[CH3:2].C([O-])=O.[NH4+]. (2) Given the product [C:1]([C:5]1[CH:31]=[CH:30][C:8]([CH2:9][N:10]([CH2:22][CH2:23][C:24]2[CH:29]=[CH:28][CH:27]=[CH:26][CH:25]=2)[C:11]([C:13]2[CH:14]=[CH:15][CH:16]=[C:17]3[C:21]=2[NH:20][CH2:19][CH2:18]3)=[O:12])=[CH:7][CH:6]=1)([CH3:4])([CH3:2])[CH3:3], predict the reactants needed to synthesize it. The reactants are: [C:1]([C:5]1[CH:31]=[CH:30][C:8]([CH2:9][N:10]([CH2:22][CH2:23][C:24]2[CH:29]=[CH:28][CH:27]=[CH:26][CH:25]=2)[C:11]([C:13]2[CH:14]=[CH:15][CH:16]=[C:17]3[C:21]=2[NH:20][CH:19]=[CH:18]3)=[O:12])=[CH:7][CH:6]=1)([CH3:4])([CH3:3])[CH3:2].C([BH3-])#N.[Na+].[OH-].[Na+]. (3) Given the product [F:37][CH:38]([F:41])[CH2:39][NH:40][C:2]([C:4]1[CH:9]=[CH:8][C:7]([C:10]2[CH:11]=[CH:12][C:13]3[O:19][CH2:18][CH2:17][N:16]([C:20]([O:22][C:23]([CH3:26])([CH3:25])[CH3:24])=[O:21])[CH2:15][C:14]=3[CH:27]=2)=[CH:6][CH:5]=1)=[O:3], predict the reactants needed to synthesize it. The reactants are: Cl[C:2]([C:4]1[CH:9]=[CH:8][C:7]([C:10]2[CH:11]=[CH:12][C:13]3[O:19][CH2:18][CH2:17][N:16]([C:20]([O:22][C:23]([CH3:26])([CH3:25])[CH3:24])=[O:21])[CH2:15][C:14]=3[CH:27]=2)=[CH:6][CH:5]=1)=[O:3].CCN(C(C)C)C(C)C.[F:37][CH:38]([F:41])[CH2:39][NH2:40].